From a dataset of Peptide-MHC class II binding affinity with 134,281 pairs from IEDB. Regression. Given a peptide amino acid sequence and an MHC pseudo amino acid sequence, predict their binding affinity value. This is MHC class II binding data. (1) The peptide sequence is GKKEEKKEEKKESGD. The MHC is HLA-DPA10201-DPB11401 with pseudo-sequence HLA-DPA10201-DPB11401. The binding affinity (normalized) is 0. (2) The MHC is DRB1_0701 with pseudo-sequence DRB1_0701. The binding affinity (normalized) is 0.435. The peptide sequence is VDRDTARRHLAEGKV.